This data is from hERG Central: cardiac toxicity at 1µM, 10µM, and general inhibition. The task is: Predict hERG channel inhibition at various concentrations. The molecule is COCCn1nnnc1C(c1ccc(OC)cc1OC)N1CCN(c2ccccc2)CC1. Results: hERG_inhib (hERG inhibition (general)): blocker.